From a dataset of Forward reaction prediction with 1.9M reactions from USPTO patents (1976-2016). Predict the product of the given reaction. (1) Given the reactants [F:1][C:2]1[CH:11]=[CH:10][C:5]([C:6]([O:8][CH3:9])=[O:7])=[C:4]([OH:12])[CH:3]=1.CC(C)([O-])C.[K+].[F:19][C:20]1[CH:25]=[CH:24][CH:23]=[C:22](F)[C:21]=1[N+:27]([O-:29])=[O:28], predict the reaction product. The product is: [F:1][C:2]1[CH:11]=[CH:10][C:5]([C:6]([O:8][CH3:9])=[O:7])=[C:4]([O:12][C:22]2[CH:23]=[CH:24][CH:25]=[C:20]([F:19])[C:21]=2[N+:27]([O-:29])=[O:28])[CH:3]=1. (2) Given the reactants [CH2:1]([O:3][C:4](=[O:21])[C@@H:5]([O:19][CH3:20])[CH2:6][C:7]1[CH:12]=[CH:11][C:10]([O:13][CH2:14][CH2:15][CH2:16][CH2:17]Br)=[CH:9][CH:8]=1)[CH3:2].[O:22]([C:29]1[CH:34]=[CH:33][C:32]([OH:35])=[CH:31][CH:30]=1)[C:23]1[CH:28]=[CH:27][CH:26]=[CH:25][CH:24]=1, predict the reaction product. The product is: [CH2:1]([O:3][C:4](=[O:21])[C@@H:5]([O:19][CH3:20])[CH2:6][C:7]1[CH:12]=[CH:11][C:10]([O:13][CH2:14][CH2:15][CH2:16][CH2:17][O:35][C:32]2[CH:31]=[CH:30][C:29]([O:22][C:23]3[CH:28]=[CH:27][CH:26]=[CH:25][CH:24]=3)=[CH:34][CH:33]=2)=[CH:9][CH:8]=1)[CH3:2].